From a dataset of Forward reaction prediction with 1.9M reactions from USPTO patents (1976-2016). Predict the product of the given reaction. (1) Given the reactants [CH:1]([C:4]1[CH:8]=[C:7]([N:9]2[CH2:57][CH2:56][C:12]3[N:13]=[C:14]([C:36]4[CH:44]=[CH:43][CH:42]=[C:41]5[C:37]=4[C:38]([CH3:55])=[CH:39][N:40]5[S:45]([C:48]4[CH:54]=[CH:53][C:51]([CH3:52])=[CH:50][CH:49]=4)(=[O:47])=[O:46])[N:15]=[C:16]([N:17]4[CH2:22][CH2:21][N:20](S(C5C=CC=CC=5[N+]([O-])=O)(=O)=O)[C@H:19]([CH3:35])[CH2:18]4)[C:11]=3[CH2:10]2)[N:6]([CH3:58])[N:5]=1)([CH3:3])[CH3:2].C1CCN2C(=NCCC2)CC1.SCC(O)=O, predict the reaction product. The product is: [CH:1]([C:4]1[CH:8]=[C:7]([N:9]2[CH2:57][CH2:56][C:12]3[N:13]=[C:14]([C:36]4[CH:44]=[CH:43][CH:42]=[C:41]5[C:37]=4[C:38]([CH3:55])=[CH:39][N:40]5[S:45]([C:48]4[CH:49]=[CH:50][C:51]([CH3:52])=[CH:53][CH:54]=4)(=[O:46])=[O:47])[N:15]=[C:16]([N:17]4[CH2:22][CH2:21][NH:20][C@H:19]([CH3:35])[CH2:18]4)[C:11]=3[CH2:10]2)[N:6]([CH3:58])[N:5]=1)([CH3:2])[CH3:3]. (2) Given the reactants [C:1]([S:5][C:6]1[CH:11]=[CH:10][C:9]([C:12]2[CH:17]=[CH:16][C:15](Br)=[CH:14][CH:13]=2)=[CH:8][CH:7]=1)([CH3:4])([CH3:3])[CH3:2].C([Li])CCC.[F:24][C:25]1[C:30]([C:31]2[C:36](F)=[C:35]([F:38])[C:34]([F:39])=[C:33]([F:40])[C:32]=2[F:41])=[C:29]([F:42])[C:28]([F:43])=[C:27]([F:44])[C:26]=1[F:45].C(=O)(O)[O-].[Na+], predict the reaction product. The product is: [C:1]([S:5][C:6]1[CH:11]=[CH:10][C:9]([C:12]2[CH:17]=[CH:16][C:15]([C:36]3[C:31]([C:30]4[C:29]([F:42])=[C:28]([F:43])[C:27]([F:44])=[C:26]([F:45])[C:25]=4[F:24])=[C:32]([F:41])[C:33]([F:40])=[C:34]([F:39])[C:35]=3[F:38])=[CH:14][CH:13]=2)=[CH:8][CH:7]=1)([CH3:4])([CH3:3])[CH3:2]. (3) Given the reactants [H-].[Na+].[Br:3][C:4]1[C:5]([O:16][CH2:17][O:18][CH3:19])=[C:6]([CH2:14][OH:15])[CH:7]=[C:8]([O:10][CH2:11][O:12][CH3:13])[CH:9]=1.[CH3:20]I, predict the reaction product. The product is: [Br:3][C:4]1[CH:9]=[C:8]([O:10][CH2:11][O:12][CH3:13])[CH:7]=[C:6]([CH2:14][O:15][CH3:20])[C:5]=1[O:16][CH2:17][O:18][CH3:19].